This data is from Forward reaction prediction with 1.9M reactions from USPTO patents (1976-2016). The task is: Predict the product of the given reaction. (1) Given the reactants [C:1]1([OH:7])[CH:6]=[CH:5][CH:4]=[CH:3][CH:2]=1.[H-].[Na+].Cl[C:11]1[C:12]2[N:20]=[C:19]([C:21]3[CH:26]=[CH:25][C:24]([F:27])=[CH:23][CH:22]=3)[CH:18]=[CH:17][C:13]=2[N:14]=[CH:15][N:16]=1, predict the reaction product. The product is: [O:7]([C:11]1[C:12]2[N:20]=[C:19]([C:21]3[CH:26]=[CH:25][C:24]([F:27])=[CH:23][CH:22]=3)[CH:18]=[CH:17][C:13]=2[N:14]=[CH:15][N:16]=1)[C:1]1[CH:6]=[CH:5][CH:4]=[CH:3][CH:2]=1. (2) Given the reactants Br[CH2:2][CH2:3][CH:4]([C:9]1[S:10][C:11]2[CH:18]=[CH:17][C:16]([C:19]([F:22])([F:21])[F:20])=[CH:15][C:12]=2[C:13]=1[CH3:14])[CH2:5][CH2:6][CH2:7][CH3:8].[SH:23][C:24]1[CH:29]=[CH:28][C:27]([O:30][CH2:31][C:32]([O:34][CH2:35][CH3:36])=[O:33])=[C:26]([CH3:37])[CH:25]=1.C(=O)([O-])[O-].[K+].[K+], predict the reaction product. The product is: [CH3:37][C:26]1[CH:25]=[C:24]([S:23][CH2:2][CH2:3][CH:4]([C:9]2[S:10][C:11]3[CH:18]=[CH:17][C:16]([C:19]([F:22])([F:21])[F:20])=[CH:15][C:12]=3[C:13]=2[CH3:14])[CH2:5][CH2:6][CH2:7][CH3:8])[CH:29]=[CH:28][C:27]=1[O:30][CH2:31][C:32]([O:34][CH2:35][CH3:36])=[O:33]. (3) Given the reactants Cl[C:2]1[N:11]=[C:10]2[C:5]([CH:6]=[C:7]([C:16]([O:18][CH2:19][CH3:20])=[O:17])[C:8]([C:12]([F:15])([F:14])[F:13])=[N:9]2)=[C:4]([CH3:21])[C:3]=1[F:22].[CH3:23]B(O)O, predict the reaction product. The product is: [CH3:21][C:4]1[C:3]([F:22])=[C:2]([CH3:23])[N:11]=[C:10]2[C:5]=1[CH:6]=[C:7]([C:16]([O:18][CH2:19][CH3:20])=[O:17])[C:8]([C:12]([F:15])([F:14])[F:13])=[N:9]2. (4) Given the reactants Cl[CH2:2][CH2:3][C:4]([C:10]1[CH:15]=[CH:14][CH:13]=[CH:12][CH:11]=1)([OH:9])[CH2:5][C:6]([CH3:8])=[CH2:7].[Br:16][C:17]1[CH:18]=[C:19]([CH3:28])[C:20]([CH2:24][N:25]=[C:26]=[O:27])=[C:21]([CH3:23])[CH:22]=1, predict the reaction product. The product is: [Br:16][C:17]1[CH:22]=[C:21]([CH3:23])[C:20]([CH2:24][N:25]2[CH2:2][CH2:3][C:4]([CH2:5][C:6]([CH3:8])=[CH2:7])([C:10]3[CH:15]=[CH:14][CH:13]=[CH:12][CH:11]=3)[O:9][C:26]2=[O:27])=[C:19]([CH3:28])[CH:18]=1. (5) Given the reactants C([N:8]1[C:16]2[C:15]([S:17][C:18]3[C:23]([CH3:24])=[CH:22][C:21]([CH3:25])=[CH:20][C:19]=3[CH3:26])=[N:14][C:13]([NH:27][C:28]3[CH:35]=[CH:34][C:31]([C:32]#[N:33])=[CH:30][CH:29]=3)=[N:12][C:11]=2[CH:10]=[CH:9]1)C1C=CC=CC=1.[Al+3].[Cl-].[Cl-].[Cl-], predict the reaction product. The product is: [C:19]1([CH3:26])[CH:20]=[C:21]([CH3:25])[CH:22]=[C:23]([CH3:24])[C:18]=1[S:17][C:15]1[C:16]2[NH:8][CH:9]=[CH:10][C:11]=2[N:12]=[C:13]([NH:27][C:28]2[CH:35]=[CH:34][C:31]([C:32]#[N:33])=[CH:30][CH:29]=2)[N:14]=1. (6) Given the reactants [Cl:1][C:2]1[CH:7]=[CH:6][C:5]([NH:8]C(=O)OC(C)(C)C)=[C:4](B2OC(C)(C)C(C)(C)O2)[CH:3]=1.Br[C:26]1[C:27]([C:32]#[N:33])=[N:28][CH:29]=[CH:30][CH:31]=1.C(=O)([O-])[O-].[K+].[K+], predict the reaction product. The product is: [Cl:1][C:2]1[CH:3]=[CH:4][C:5]2[C:6]([CH:7]=1)=[C:26]1[C:27](=[C:32]([NH2:33])[N:8]=2)[N:28]=[CH:29][CH:30]=[CH:31]1. (7) Given the reactants [C:1]([NH2:5])([CH3:4])([CH3:3])[CH3:2].C(OC(C)C)(C)C.Cl[C:14]([C:16]([F:27])([F:26])[CH:17]([O:20][C:21](=[O:25])[C:22]([CH3:24])=[CH2:23])[CH2:18][CH3:19])=[O:15], predict the reaction product. The product is: [C:1]([NH:5][C:14]([C:16]([F:26])([F:27])[CH:17]([O:20][C:21](=[O:25])[C:22]([CH3:24])=[CH2:23])[CH2:18][CH3:19])=[O:15])([CH3:4])([CH3:3])[CH3:2]. (8) Given the reactants [CH2:1]([NH:8][CH2:9][C:10]1[CH:15]=[CH:14][CH:13]=[CH:12][CH:11]=1)[C:2]1[CH:7]=[CH:6][CH:5]=[CH:4][CH:3]=1.C(N(CC)CC)C.[CH2:23]([O:25][C:26]([C:28]1[CH:29]=[N:30][C:31](Cl)=[C:32]([N+:35]([O-:37])=[O:36])[C:33]=1[NH2:34])=[O:27])[CH3:24], predict the reaction product. The product is: [CH2:23]([O:25][C:26]([C:28]1[CH:29]=[N:30][C:31]([N:8]([CH2:1][C:2]2[CH:7]=[CH:6][CH:5]=[CH:4][CH:3]=2)[CH2:9][C:10]2[CH:15]=[CH:14][CH:13]=[CH:12][CH:11]=2)=[C:32]([N+:35]([O-:37])=[O:36])[C:33]=1[NH2:34])=[O:27])[CH3:24]. (9) Given the reactants C([O:3][C:4]([C:6]1[N:7]([C:24]2[CH:29]=[CH:28][C:27]([O:30][CH:31]([CH3:33])[CH3:32])=[CH:26][CH:25]=2)[C:8]2[C:13]([C:14]=1[NH:15][CH2:16][C:17](=[O:22])[C:18]([CH3:21])([CH3:20])[CH3:19])=[CH:12][C:11]([OH:23])=[CH:10][CH:9]=2)=[O:5])C.[F:34][C:35]1[CH:36]=[C:37](B(O)O)[CH:38]=[CH:39][C:40]=1[O:41][C:42]([F:45])([F:44])[F:43], predict the reaction product. The product is: [CH3:21][C:18]([CH3:19])([CH3:20])[C:17]([CH2:16][NH:15][C:14]1[C:13]2[C:8](=[CH:9][CH:10]=[C:11]([O:23][C:37]3[CH:38]=[CH:39][C:40]([O:41][C:42]([F:45])([F:44])[F:43])=[C:35]([F:34])[CH:36]=3)[CH:12]=2)[N:7]([C:24]2[CH:25]=[CH:26][C:27]([O:30][CH:31]([CH3:33])[CH3:32])=[CH:28][CH:29]=2)[C:6]=1[C:4]([OH:5])=[O:3])=[O:22].